This data is from Reaction yield outcomes from USPTO patents with 853,638 reactions. The task is: Predict the reaction yield, written as a fraction of the theoretical maximum amount of product (1.0 means a 100% yield; for example, 0.34 means a 34% yield). The reactants are CO[C:3]1[CH:8]=[CH:7][C:6]([O:9]C)=[CH:5][C:4]=1[NH:11][C:12](=[O:23])[C:13]1[CH:18]=[C:17]([O:19]C)[CH:16]=[CH:15][C:14]=1[O:21]C.Cl.N1C=CC=CC=1. The catalyst is Cl. The product is [OH:9][C:6]1[CH:7]=[CH:8][C:3]2[O:23][C:12]([C:13]3[CH:18]=[C:17]([OH:19])[CH:16]=[CH:15][C:14]=3[OH:21])=[N:11][C:4]=2[CH:5]=1. The yield is 0.760.